Dataset: Forward reaction prediction with 1.9M reactions from USPTO patents (1976-2016). Task: Predict the product of the given reaction. (1) Given the reactants C[Si](C)(C)[N-][Si](C)(C)C.[Li+].Cl[CH2:12][CH2:13][C:14]([C:20]1[CH:25]=[CH:24][CH:23]=[CH:22][CH:21]=1)([OH:19])[CH2:15][C:16]([CH3:18])=[CH2:17].[Br:26][C:27]1[CH:32]=[CH:31][C:30]([C@@H:33]([N:35]=[C:36]=[O:37])[CH3:34])=[C:29]([CH3:38])[CH:28]=1.C(O)(=O)C, predict the reaction product. The product is: [Br:26][C:27]1[CH:32]=[CH:31][C:30]([C@@H:33]([N:35]2[CH2:12][CH2:13][C@:14]([CH2:15][C:16]([CH3:18])=[CH2:17])([C:20]3[CH:25]=[CH:24][CH:23]=[CH:22][CH:21]=3)[O:19][C:36]2=[O:37])[CH3:34])=[C:29]([CH3:38])[CH:28]=1. (2) Given the reactants BrC1N=C(C#C[Si](C)(C)C)C(N)=NC=1.[CH3:15][C:16]1[CH:17]=CC(S(O)(=O)=O)=C[CH:21]=1.[Br:26][C:27]1[N:28]=[C:29]([C:44]#[C:45][Si:46]([CH3:49])([CH3:48])[CH3:47])[C:30]([N:33]([C:37]([O:39][C:40]([CH3:43])([CH3:42])[CH3:41])=[O:38])[C:34](=[O:36])[O-:35])=[N:31][CH:32]=1.CC(OC(OC(OC(C)(C)C)=O)=O)(C)C.C, predict the reaction product. The product is: [C:40]([O:39][C:37]([N:33]([C:30]1[C:29]([C:44]#[C:45][Si:46]([CH3:47])([CH3:49])[CH3:48])=[N:28][C:27]([Br:26])=[CH:32][N:31]=1)[C:34](=[O:35])[O:36][C:16]([CH3:17])([CH3:21])[CH3:15])=[O:38])([CH3:42])([CH3:43])[CH3:41]. (3) Given the reactants [CH:1]([C:3]1[CH:18]=[CH:17][C:6]([O:7][C:8]2[CH:16]=[CH:15][C:11]([C:12]([NH2:14])=[O:13])=[CH:10][N:9]=2)=[C:5]([O:19][CH3:20])[CH:4]=1)=O.[F:21][C:22]1[CH:30]=[CH:29][C:25]([CH2:26][CH2:27][NH2:28])=[CH:24][CH:23]=1, predict the reaction product. The product is: [F:21][C:22]1[CH:30]=[CH:29][C:25]([CH2:26][CH2:27][NH:28][CH2:1][C:3]2[CH:18]=[CH:17][C:6]([O:7][C:8]3[CH:16]=[CH:15][C:11]([C:12]([NH2:14])=[O:13])=[CH:10][N:9]=3)=[C:5]([O:19][CH3:20])[CH:4]=2)=[CH:24][CH:23]=1. (4) Given the reactants [Cl:1][C:2]1[CH:3]=[C:4](Cl)[C:5]2[N:6]([C:8]([C:11]([NH:13][C:14]3[CH:19]=[CH:18][N:17]=[CH:16][C:15]=3[F:20])=[O:12])=[CH:9][N:10]=2)[N:7]=1.Br[C:41]1[C:40]2[N:39](C(C(N[C:36]3[CH:41]=[CH:40][N:39]=CC=3F)=O)=CN=2)N=C(Cl)[CH:36]=1.CCN(C(C)C)C(C)C.C1(N)CC1, predict the reaction product. The product is: [Cl:1][C:2]1[CH:3]=[C:4]([NH:39][CH:40]2[CH2:36][CH2:41]2)[C:5]2[N:6]([C:8]([C:11]([NH:13][C:14]3[CH:19]=[CH:18][N:17]=[CH:16][C:15]=3[F:20])=[O:12])=[CH:9][N:10]=2)[N:7]=1. (5) Given the reactants [C:1]([C:4]1[C:22](=[O:23])[C@@:8]2([CH3:24])[C:9]3[C:15]([OH:16])=[CH:14][C:13]([O:17][CH3:18])=[C:12]([C:19]([NH2:21])=[O:20])[C:10]=3[O:11][C:7]2=[CH:6][C:5]=1[OH:25])(=[O:3])[CH3:2].[Cl:26][C:27]1[CH:45]=[C:44]([Cl:46])[CH:43]=[CH:42][C:28]=1[O:29][C:30]1[C:39]2[C:34](=[CH:35][CH:36]=[CH:37][CH:38]=2)[C:33]([CH:40]=O)=[CH:32][CH:31]=1.C([SiH](CC)CC)C.FC(F)(F)C(O)=O, predict the reaction product. The product is: [C:1]([C:4]1[C:22](=[O:23])[C@@:8]2([CH3:24])[C:9]3[C:15]([OH:16])=[CH:14][C:13]([O:17][CH3:18])=[C:12]([C:19]([NH:21][CH2:40][C:33]4[C:34]5[C:39](=[CH:38][CH:37]=[CH:36][CH:35]=5)[C:30]([O:29][C:28]5[CH:42]=[CH:43][C:44]([Cl:46])=[CH:45][C:27]=5[Cl:26])=[CH:31][CH:32]=4)=[O:20])[C:10]=3[O:11][C:7]2=[CH:6][C:5]=1[OH:25])(=[O:3])[CH3:2]. (6) The product is: [Br:1][C:2]1[CH:17]=[CH:16][C:5]2[N:6]([C:9]3[CH:10]=[C:11]([NH:12][C:19]([NH:41][CH2:40][C:39]([F:43])([F:42])[F:38])=[O:20])[CH:13]=[CH:14][CH:15]=3)[CH:7]=[N:8][C:4]=2[CH:3]=1. Given the reactants [Br:1][C:2]1[CH:17]=[CH:16][C:5]2[N:6]([C:9]3[CH:10]=[C:11]([CH:13]=[CH:14][CH:15]=3)[NH2:12])[CH:7]=[N:8][C:4]=2[CH:3]=1.Cl[C:19](OC1C=CC([N+]([O-])=O)=CC=1)=[O:20].C(N(CC)CC)C.[F:38][C:39]([F:43])([F:42])[CH2:40][NH2:41], predict the reaction product. (7) Given the reactants Cl[C:2]1[N:3]=[N:4][C:5]([N:8]2[CH2:13][CH2:12][NH:11][CH:10]([CH:14]([CH3:16])[CH3:15])[CH2:9]2)=[CH:6][CH:7]=1.N1CCCC1.[CH2:22]([N:24]([CH2:27][CH3:28])[CH2:25]C)[CH3:23].ClCCl.[C]=[O:33], predict the reaction product. The product is: [CH:14]([CH:10]1[NH:11][CH2:12][CH2:13][N:8]([C:5]2[N:4]=[N:3][C:2]([C:25]([N:24]3[CH2:27][CH2:28][CH2:23][CH2:22]3)=[O:33])=[CH:7][CH:6]=2)[CH2:9]1)([CH3:16])[CH3:15]. (8) Given the reactants C([O:8][C:9]1[CH:10]=[CH:11][C:12]([C@@H:20]([O:72][Si:73]([C:76]([CH3:79])([CH3:78])[CH3:77])([CH3:75])[CH3:74])[CH2:21][NH:22][C@H:23]([CH3:71])[CH2:24][C:25]2[CH:26]=[C:27]([CH2:31][CH2:32][NH:33][C:34]([CH2:36][C:37]3[CH:42]=[CH:41][C:40]([CH2:43][NH:44][C:45]([CH2:47][CH2:48][N:49]4[CH2:54][CH2:53][CH:52]([O:55][C:56](=[O:70])[NH:57][C:58]5[CH:63]=[CH:62][CH:61]=[CH:60][C:59]=5[C:64]5[CH:69]=[CH:68][CH:67]=[CH:66][CH:65]=5)[CH2:51][CH2:50]4)=[O:46])=[CH:39][CH:38]=3)=[O:35])[CH:28]=[CH:29][CH:30]=2)=[C:13]2[C:18]=1[NH:17][C:16](=[O:19])[CH:15]=[CH:14]2)C1C=CC=CC=1, predict the reaction product. The product is: [Si:73]([O:72][C@H:20]([C:12]1[CH:11]=[CH:10][C:9]([OH:8])=[C:18]2[C:13]=1[CH:14]=[CH:15][C:16](=[O:19])[NH:17]2)[CH2:21][NH:22][C@H:23]([CH3:71])[CH2:24][C:25]1[CH:26]=[C:27]([CH2:31][CH2:32][NH:33][C:34]([CH2:36][C:37]2[CH:38]=[CH:39][C:40]([CH2:43][NH:44][C:45]([CH2:47][CH2:48][N:49]3[CH2:50][CH2:51][CH:52]([O:55][C:56](=[O:70])[NH:57][C:58]4[CH:63]=[CH:62][CH:61]=[CH:60][C:59]=4[C:64]4[CH:65]=[CH:66][CH:67]=[CH:68][CH:69]=4)[CH2:53][CH2:54]3)=[O:46])=[CH:41][CH:42]=2)=[O:35])[CH:28]=[CH:29][CH:30]=1)([C:76]([CH3:77])([CH3:78])[CH3:79])([CH3:74])[CH3:75]. (9) Given the reactants [F:1][C:2]1[CH:3]=[CH:4][C:5](B2OC(C)(C)C(C)(C)O2)=[C:6]2[C:10]=1[C@H:9]([O:11][C:12]1[CH:25]=[CH:24][C:15]3[C@H:16]([CH2:19][C:20]([O:22][CH3:23])=[O:21])[CH2:17][O:18][C:14]=3[CH:13]=1)[CH2:8][CH2:7]2.Br[C:36]1[C:49]([CH3:50])=[CH:48][C:39]([O:40][CH:41]2[CH2:45][CH2:44][C:43]([CH3:47])([OH:46])[CH2:42]2)=[CH:38][C:37]=1[CH3:51].BrC1C=CC(F)=C2C=1CC[C@H]2OC1C=CC2[C@H](CC(OC)=O)COC=2C=1, predict the reaction product. The product is: [F:1][C:2]1[CH:3]=[CH:4][C:5]([C:36]2[C:37]([CH3:51])=[CH:38][C:39]([O:40][CH:41]3[CH2:45][CH2:44][C:43]([OH:46])([CH3:47])[CH2:42]3)=[CH:48][C:49]=2[CH3:50])=[C:6]2[C:10]=1[C@H:9]([O:11][C:12]1[CH:25]=[CH:24][C:15]3[C@H:16]([CH2:19][C:20]([O:22][CH3:23])=[O:21])[CH2:17][O:18][C:14]=3[CH:13]=1)[CH2:8][CH2:7]2. (10) Given the reactants [CH2:1]([O:3][C:4]1[CH:17]=[CH:16][C:7]2[N:8]=[C:9]([S:11][CH2:12][C:13]([OH:15])=O)[S:10][C:6]=2[CH:5]=1)[CH3:2].C(N(CC)CC)C.N1(OC(=[N+](C)C)N(C)C)C2C=CC=CC=2N=N1.[B-](F)(F)(F)F.CCCC[P+](C1SC(C(OC)=O)=C(C(OC)=O)S1)(CCCC)CCCC.[Cl:73][C:74]1[CH:75]=[C:76]([CH:84]=[CH:85][C:86]=1[Cl:87])[CH2:77][N:78]1[CH2:81][CH:80]([CH2:82][NH2:83])[CH2:79]1, predict the reaction product. The product is: [Cl:73][C:74]1[CH:75]=[C:76]([CH:84]=[CH:85][C:86]=1[Cl:87])[CH2:77][N:78]1[CH2:81][CH:80]([CH2:82][NH:83][C:13](=[O:15])[CH2:12][S:11][C:9]2[S:10][C:6]3[CH:5]=[C:4]([O:3][CH2:1][CH3:2])[CH:17]=[CH:16][C:7]=3[N:8]=2)[CH2:79]1.